This data is from Forward reaction prediction with 1.9M reactions from USPTO patents (1976-2016). The task is: Predict the product of the given reaction. (1) Given the reactants C([O:5][C:6](=[O:31])[CH2:7][N:8]1[CH2:12][CH2:11][CH2:10][C@@H:9]1[CH2:13][O:14][C:15]1[CH:20]=[CH:19][C:18]([N:21]2[C:29]([Cl:30])=[C:28]3[C:23]([CH:24]=[CH:25][CH:26]=[CH:27]3)=[N:22]2)=[CH:17][CH:16]=1)(C)(C)C.Cl, predict the reaction product. The product is: [ClH:30].[Cl:30][C:29]1[N:21]([C:18]2[CH:19]=[CH:20][C:15]([O:14][CH2:13][C@H:9]3[CH2:10][CH2:11][CH2:12][N:8]3[CH2:7][C:6]([OH:31])=[O:5])=[CH:16][CH:17]=2)[N:22]=[C:23]2[C:28]=1[CH:27]=[CH:26][CH:25]=[CH:24]2. (2) Given the reactants N[C:2]1[C:3]([C:11]([O:13][CH3:14])=[O:12])=[N:4][C:5]([Cl:10])=[C:6]([Cl:9])[C:7]=1[Cl:8].N([O-])=O.[Na+].[I-:19].[Na+].S(=O)(O)[O-].[Na+], predict the reaction product. The product is: [Cl:8][C:7]1[C:6]([Cl:9])=[C:5]([Cl:10])[N:4]=[C:3]([C:11]([O:13][CH3:14])=[O:12])[C:2]=1[I:19].